From a dataset of Catalyst prediction with 721,799 reactions and 888 catalyst types from USPTO. Predict which catalyst facilitates the given reaction. (1) Reactant: [NH2:1][C:2]1[CH:17]=[CH:16][C:5]([C:6]([NH:8][C:9]2[CH:14]=[CH:13][CH:12]=[C:11]([Cl:15])[CH:10]=2)=[O:7])=[CH:4][C:3]=1[N+:18]([O-])=O. Product: [NH2:18][C:3]1[CH:4]=[C:5]([CH:16]=[CH:17][C:2]=1[NH2:1])[C:6]([NH:8][C:9]1[CH:14]=[CH:13][CH:12]=[C:11]([Cl:15])[CH:10]=1)=[O:7]. The catalyst class is: 99. (2) Reactant: [CH2:1]([C@@H:8]1[CH2:12][O:11][C:10](=[O:13])[NH:9]1)[C:2]1[CH:7]=[CH:6][CH:5]=[CH:4][CH:3]=1.[Li]CCCC.[C:19]1([CH2:25][C:26](Cl)=[O:27])[CH:24]=[CH:23][CH:22]=[CH:21][CH:20]=1. Product: [CH2:1]([C@@H:8]1[CH2:12][O:11][C:10](=[O:13])[N:9]1[C:26](=[O:27])[CH2:25][C:19]1[CH:24]=[CH:23][CH:22]=[CH:21][CH:20]=1)[C:2]1[CH:3]=[CH:4][CH:5]=[CH:6][CH:7]=1. The catalyst class is: 1. (3) Product: [CH2:11]([N:13]([CH2:14][CH3:15])[C:8](=[O:10])[CH2:7][CH2:6][C:2]1[NH:1][CH:5]=[CH:4][CH:3]=1)[CH3:12]. The catalyst class is: 20. Reactant: [NH:1]1[CH:5]=[CH:4][CH:3]=[C:2]1[CH2:6][CH2:7][C:8]([OH:10])=O.[CH2:11]([NH:13][CH2:14][CH3:15])[CH3:12].C1C=CC2N(O)N=NC=2C=1.C(N(CC)CC)C.C(Cl)CCl. (4) Reactant: [CH2:1]([N:8]1[CH:12]=[CH:11][C:10]([C:13]#[N:14])=[C:9]1[C:15]([O:17]CC)=[O:16])[C:2]1[CH:7]=[CH:6][CH:5]=[CH:4][CH:3]=1.[Li+].[OH-].Cl. Product: [CH2:1]([N:8]1[CH:12]=[CH:11][C:10]([C:13]#[N:14])=[C:9]1[C:15]([OH:17])=[O:16])[C:2]1[CH:3]=[CH:4][CH:5]=[CH:6][CH:7]=1. The catalyst class is: 111.